The task is: Predict the reactants needed to synthesize the given product.. This data is from Full USPTO retrosynthesis dataset with 1.9M reactions from patents (1976-2016). (1) Given the product [Cl:42][C:39]1[CH:40]=[CH:41][C:36]([CH2:35][C@@H:31]([NH:30][C:28](=[O:29])[O:27][C:23]([CH3:25])([CH3:24])[CH3:26])[C:32]([N:20]2[CH2:19][CH2:18][N:17]([C:9]3[C:8]([C:4]4[CH:5]=[CH:6][CH:7]=[C:2]([F:1])[CH:3]=4)=[CH:13][N:12]=[C:11]4[NH:14][CH:15]=[CH:16][C:10]=34)[CH2:22][CH2:21]2)=[O:33])=[CH:37][CH:38]=1, predict the reactants needed to synthesize it. The reactants are: [F:1][C:2]1[CH:3]=[C:4]([C:8]2[C:9]([N:17]3[CH2:22][CH2:21][NH:20][CH2:19][CH2:18]3)=[C:10]3[CH:16]=[CH:15][NH:14][C:11]3=[N:12][CH:13]=2)[CH:5]=[CH:6][CH:7]=1.[C:23]([O:27][C:28]([NH:30][C@H:31]([CH2:35][C:36]1[CH:41]=[CH:40][C:39]([Cl:42])=[CH:38][CH:37]=1)[C:32](O)=[O:33])=[O:29])([CH3:26])([CH3:25])[CH3:24].C1C=CC2N(O)N=NC=2C=1.O.CCN=C=NCCCN(C)C.CCN(C(C)C)C(C)C. (2) Given the product [C:1]([O:5][C:6](=[O:22])[NH:7][C:8]1[CH:13]=[CH:12][C:11]([C:14]2[CH:19]=[CH:18][CH:17]=[CH:16][C:15]=2[F:20])=[CH:10][C:9]=1[NH:21][C:26](=[O:25])[CH2:27][C:28](=[O:40])[C:29]1[CH:34]=[CH:33][CH:32]=[C:31]([N:35]2[CH:39]=[N:38][N:37]=[N:36]2)[CH:30]=1)([CH3:4])([CH3:2])[CH3:3], predict the reactants needed to synthesize it. The reactants are: [C:1]([O:5][C:6](=[O:22])[NH:7][C:8]1[CH:13]=[CH:12][C:11]([C:14]2[CH:19]=[CH:18][CH:17]=[CH:16][C:15]=2[F:20])=[CH:10][C:9]=1[NH2:21])([CH3:4])([CH3:3])[CH3:2].C([O:25][C:26](=O)[CH2:27][C:28](=[O:40])[C:29]1[CH:34]=[CH:33][CH:32]=[C:31]([N:35]2[CH:39]=[N:38][N:37]=[N:36]2)[CH:30]=1)C. (3) The reactants are: [BH4-].[Na+].[CH:3](=[O:13])[CH2:4][CH2:5]/[CH:6]=[CH:7]/[CH2:8][CH2:9][CH2:10][CH2:11][CH3:12].[NH4+].[Cl-]. Given the product [CH2:3]([OH:13])[CH2:4][CH2:5]/[CH:6]=[CH:7]/[CH2:8][CH2:9][CH2:10][CH2:11][CH3:12], predict the reactants needed to synthesize it. (4) Given the product [CH2:1]([N:8]1[C:13]2[N:14]=[C:15]([N:19]3[CH2:23][CH2:22][CH2:21][CH2:20]3)[C:16]([F:18])=[CH:17][C:12]=2[C:11](=[O:24])[N:10]([OH:25])[C:9]1=[O:33])[C:2]1[CH:7]=[CH:6][CH:5]=[CH:4][CH:3]=1, predict the reactants needed to synthesize it. The reactants are: [CH2:1]([N:8]1[C:13]2[N:14]=[C:15]([N:19]3[CH2:23][CH2:22][CH2:21][CH2:20]3)[C:16]([F:18])=[CH:17][C:12]=2[C:11](=[O:24])[N:10]([O:25]CC2C=CC=CC=2)[C:9]1=[O:33])[C:2]1[CH:7]=[CH:6][CH:5]=[CH:4][CH:3]=1.